Dataset: Reaction yield outcomes from USPTO patents with 853,638 reactions. Task: Predict the reaction yield, written as a fraction of the theoretical maximum amount of product (1.0 means a 100% yield; for example, 0.34 means a 34% yield). (1) The reactants are [Na].[N:2]1[C:11]2[C:6](=[CH:7][CH:8]=[CH:9][CH:10]=2)[CH:5]=[C:4]([OH:12])[CH:3]=1. The catalyst is CCO. The product is [NH:2]1[C:11]2[C:6](=[CH:7][CH:8]=[CH:9][CH:10]=2)[CH2:5][CH:4]([OH:12])[CH2:3]1. The yield is 0.480. (2) The reactants are [C:1]([O:4][CH2:5][CH2:6][CH:7]([C:9]1[S:10][C:11]([Br:14])=[CH:12][CH:13]=1)[OH:8])(=[O:3])[CH3:2].[CH3:15][C:16]([Si:19](Cl)([CH3:21])[CH3:20])([CH3:18])[CH3:17].N1C=CN=C1.O. The catalyst is C(Cl)Cl. The product is [C:1]([O:4][CH2:5][CH2:6][CH:7]([C:9]1[S:10][C:11]([Br:14])=[CH:12][CH:13]=1)[O:8][Si:19]([C:16]([CH3:18])([CH3:17])[CH3:15])([CH3:21])[CH3:20])(=[O:3])[CH3:2]. The yield is 0.976. (3) The reactants are [I:1][C:2]1[CH:7]=[CH:6][N:5]=[C:4]([C:8]([OH:10])=[O:9])[CH:3]=1.S(=O)(=O)(O)O.[CH3:16]O. No catalyst specified. The product is [CH3:16][O:9][C:8](=[O:10])[C:4]1[CH:3]=[C:2]([I:1])[CH:7]=[CH:6][N:5]=1. The yield is 0.900.